From a dataset of Full USPTO retrosynthesis dataset with 1.9M reactions from patents (1976-2016). Predict the reactants needed to synthesize the given product. (1) Given the product [F:1][CH:2]([CH2:6][CH2:7][C:8]1[CH:13]=[CH:12][CH:11]=[CH:10][CH:9]=1)[C:3]([N:43]1[CH2:47][CH2:46][C@@H:45]([S:48][C:49]2[CH:54]=[CH:53][C:52]([OH:55])=[CH:51][CH:50]=2)[CH2:44]1)=[O:5], predict the reactants needed to synthesize it. The reactants are: [F:1][CH:2]([CH2:6][CH2:7][C:8]1[CH:13]=[CH:12][CH:11]=[CH:10][CH:9]=1)[C:3]([OH:5])=O.C(N1C=CN=C1)(N1C=CN=C1)=O.C(=O)=O.C(N(CC)CC)C.FC(F)(F)C(O)=O.[NH:43]1[CH2:47][CH2:46][C@@H:45]([S:48][C:49]2[CH:54]=[CH:53][C:52]([OH:55])=[CH:51][CH:50]=2)[CH2:44]1. (2) Given the product [CH2:11]([O:10][C:3]1[C:2]([NH2:1])=[CH:7][N:6]=[CH:5][N:4]=1)[CH3:12], predict the reactants needed to synthesize it. The reactants are: [NH2:1][C:2]1[C:3](Cl)=[N:4][CH:5]=[N:6][C:7]=1Cl.[O:10]1CC[CH2:12][CH2:11]1.[OH-].[Na+]. (3) Given the product [C:31]([C:8]1[C:7](=[O:36])[N:6]([CH:1]2[CH2:5][CH2:4][CH2:3][CH2:2]2)[C:11]2[N:12]=[C:13]([NH:16][C:17]3[N:22]=[CH:21][C:20]([N:23]4[CH2:28][CH2:27][CH:26]([OH:29])[CH2:25][CH2:24]4)=[CH:19][CH:18]=3)[N:14]=[CH:15][C:10]=2[C:9]=1[CH3:30])(=[O:33])[CH3:32], predict the reactants needed to synthesize it. The reactants are: [CH:1]1([N:6]2[C:11]3[N:12]=[C:13]([NH:16][C:17]4[N:22]=[CH:21][C:20]([N:23]5[CH2:28][CH2:27][CH:26]([OH:29])[CH2:25][CH2:24]5)=[CH:19][CH:18]=4)[N:14]=[CH:15][C:10]=3[C:9]([CH3:30])=[C:8]([C:31]([O:33]CC)=[CH2:32])[C:7]2=[O:36])[CH2:5][CH2:4][CH2:3][CH2:2]1.Cl.